Dataset: Forward reaction prediction with 1.9M reactions from USPTO patents (1976-2016). Task: Predict the product of the given reaction. (1) Given the reactants C(OC(=O)[NH:7][CH2:8][C:9](=[O:37])[NH:10][C:11]1[CH:16]=[CH:15][C:14]([C:17]2[N:18]([C:22]3[C:29]4[S:28][C:27]([NH:30][C:31]([CH:33]5[CH2:35][CH2:34]5)=[O:32])=[N:26][C:25]=4[NH:24][N:23]=3)[CH:19]=[N:20][CH:21]=2)=[C:13]([Cl:36])[CH:12]=1)(C)(C)C.[ClH:39], predict the reaction product. The product is: [ClH:36].[ClH:39].[NH2:7][CH2:8][C:9]([NH:10][C:11]1[CH:16]=[CH:15][C:14]([C:17]2[N:18]([C:22]3[C:29]4[S:28][C:27]([NH:30][C:31]([CH:33]5[CH2:34][CH2:35]5)=[O:32])=[N:26][C:25]=4[NH:24][N:23]=3)[CH:19]=[N:20][CH:21]=2)=[C:13]([Cl:36])[CH:12]=1)=[O:37]. (2) Given the reactants BrC1C=CC2OC3C(=O)NC(C4CCNCC4)=NC=3C=2C=1.BrC1C=CC2OC3C(=O)NC(C4CCN(C(OC(C)(C)C)=O)CC4)=NC=3C=2C=1.[Br:50][C:51]1[CH:52]=[CH:53][C:54]2[O:63][C:62]3[C:61](=[O:64])[NH:60][C:59]([CH:65]4[CH2:69][S:68][CH2:67][N:66]4C(OC(C)(C)C)=O)=[N:58][C:57]=3[C:55]=2[CH:56]=1, predict the reaction product. The product is: [Br:50][C:51]1[CH:52]=[CH:53][C:54]2[O:63][C:62]3[C:61](=[O:64])[NH:60][C:59]([C@@H:65]4[CH2:69][S:68][CH2:67][NH:66]4)=[N:58][C:57]=3[C:55]=2[CH:56]=1. (3) Given the reactants C([C@H]([C@@H](C(OC(C)C)=O)O)O)(OC(C)C)=[O:2].C(OO)(C)(C)C.[F:23][C:24]1[CH:25]=[C:26]([CH:31]=[CH:32][CH:33]=1)/[CH:27]=[CH:28]/[CH2:29][OH:30].[OH-].[Na+].[Cl-].[Na+], predict the reaction product. The product is: [F:23][C:24]1[CH:25]=[C:26]([C@H:27]2[O:2][C@@H:28]2[CH2:29][OH:30])[CH:31]=[CH:32][CH:33]=1. (4) Given the reactants [CH2:1]([NH:3][C:4]([NH:6][C:7]1[N:12]=[CH:11][C:10]([C:13]2[CH:14]=[N:15][CH:16]=[C:17]([C:19]([NH:21][NH2:22])=[O:20])[CH:18]=2)=[C:9]([C:23]2[S:24][CH:25]=[C:26]([C:28]([F:31])([F:30])[F:29])[N:27]=2)[CH:8]=1)=[O:5])[CH3:2].C(=O)(O)[O-].[Na+].[N:37]#[C:38]Br, predict the reaction product. The product is: [NH2:37][C:38]1[O:20][C:19]([C:17]2[CH:18]=[C:13]([C:10]3[CH:11]=[N:12][C:7]([NH:6][C:4]([NH:3][CH2:1][CH3:2])=[O:5])=[CH:8][C:9]=3[C:23]3[S:24][CH:25]=[C:26]([C:28]([F:31])([F:30])[F:29])[N:27]=3)[CH:14]=[N:15][CH:16]=2)=[N:21][N:22]=1. (5) Given the reactants Br[C:2]1[C:3]([OH:21])=[N:4][C:5]([N:8]2[CH2:13][CH2:12][N:11](C(OC(C)(C)C)=O)[CH2:10][CH2:9]2)=[N:6][CH:7]=1.[Br-].[CH2:23]([Zn+])[C:24]1[CH:29]=[CH:28][CH:27]=[CH:26][CH:25]=1, predict the reaction product. The product is: [CH2:23]([C:2]1[C:3]([OH:21])=[N:4][C:5]([N:8]2[CH2:9][CH2:10][NH:11][CH2:12][CH2:13]2)=[N:6][CH:7]=1)[C:24]1[CH:29]=[CH:28][CH:27]=[CH:26][CH:25]=1. (6) Given the reactants [OH:1][C:2]1[NH:3][C:4]2[CH:10]=[CH:9][CH:8]=[CH:7][C:5]=2[N:6]=1.[H-].[Na+].[CH2:13]([O:20][C:21](=[O:24])[CH2:22]Br)[C:14]1[CH:19]=[CH:18][CH:17]=[CH:16][CH:15]=1, predict the reaction product. The product is: [CH2:13]([O:20][C:21](=[O:24])[CH2:22][N:3]1[C:4]2[CH:10]=[CH:9][CH:8]=[CH:7][C:5]=2[NH:6][C:2]1=[O:1])[C:14]1[CH:19]=[CH:18][CH:17]=[CH:16][CH:15]=1. (7) Given the reactants [N+:1]([C:4]1[CH:5]=[C:6]([C:14]([OH:16])=[O:15])[C:7]2[CH2:8][CH2:9][CH2:10][CH2:11][C:12]=2[CH:13]=1)([O-:3])=[O:2].[C:17](=O)([O-])[O-].[K+].[K+].IC.CN(C)C=O, predict the reaction product. The product is: [N+:1]([C:4]1[CH:5]=[C:6]([C:14]([O:16][CH3:17])=[O:15])[C:7]2[CH2:8][CH2:9][CH2:10][CH2:11][C:12]=2[CH:13]=1)([O-:3])=[O:2]. (8) Given the reactants [C:1]([O:5][C:6]([N:8]1[CH:21]([C:22]([OH:24])=O)[CH2:20][C:19]2[CH:18]=[C:17]3[C:12]([O:13][C@@H:14]([C:26]4[CH:31]=[CH:30][C:29]([O:32][CH2:33][C:34]5[CH:39]=[CH:38][C:37]([Cl:40])=[C:36]([Cl:41])[CH:35]=5)=[CH:28][CH:27]=4)[CH2:15][N:16]3[CH3:25])=[CH:11][C:10]=2[CH2:9]1)=[O:7])([CH3:4])([CH3:3])[CH3:2].CN(C(ON1N=NC2C=CC=CC1=2)=[N+](C)C)C.F[P-](F)(F)(F)(F)F.CCN(C(C)C)C(C)C.[CH3:75][O:76][C:77](=[O:95])[C@@H:78]([NH2:94])[CH2:79][C:80]1[CH:85]=[CH:84][C:83]([C:86]2[CH:91]=[CH:90][C:89]([C:92]#[N:93])=[CH:88][CH:87]=2)=[CH:82][CH:81]=1, predict the reaction product. The product is: [C:1]([O:5][C:6]([N:8]1[CH:21]([C:22](=[O:24])[NH:94][C@H:78]([C:77]([O:76][CH3:75])=[O:95])[CH2:79][C:80]2[CH:81]=[CH:82][C:83]([C:86]3[CH:91]=[CH:90][C:89]([C:92]#[N:93])=[CH:88][CH:87]=3)=[CH:84][CH:85]=2)[CH2:20][C:19]2[CH:18]=[C:17]3[C:12]([O:13][C@@H:14]([C:26]4[CH:27]=[CH:28][C:29]([O:32][CH2:33][C:34]5[CH:39]=[CH:38][C:37]([Cl:40])=[C:36]([Cl:41])[CH:35]=5)=[CH:30][CH:31]=4)[CH2:15][N:16]3[CH3:25])=[CH:11][C:10]=2[CH2:9]1)=[O:7])([CH3:2])([CH3:3])[CH3:4]. (9) Given the reactants [CH:1]1([C:7]2[CH:20]=[CH:19][C:10]([O:11][CH2:12][CH:13]3[O:17][C:16]([NH2:18])=[N:15][CH2:14]3)=[CH:9][CH:8]=2)[CH2:6][CH2:5][CH2:4][CH2:3][CH2:2]1.[F:21][C:22]([F:31])([F:30])[C:23]#[C:24][C:25](OCC)=[O:26], predict the reaction product. The product is: [CH:1]1([C:7]2[CH:20]=[CH:19][C:10]([O:11][CH2:12][CH:13]3[O:17][C:16]4=[N:18][C:25](=[O:26])[CH:24]=[C:23]([C:22]([F:31])([F:30])[F:21])[N:15]4[CH2:14]3)=[CH:9][CH:8]=2)[CH2:2][CH2:3][CH2:4][CH2:5][CH2:6]1.